Dataset: Catalyst prediction with 721,799 reactions and 888 catalyst types from USPTO. Task: Predict which catalyst facilitates the given reaction. (1) Reactant: [C:1]([BH3-])#[N:2].[Na+].[CH3:5][N:6]1[C:11](=[O:12])[CH:10]=[C:9]([CH:13]2[CH2:18][CH2:17]N[CH2:15][CH2:14]2)[C:8]([C:19]2[CH:24]=[CH:23][CH:22]=[CH:21][C:20]=2[O:25][C:26]2[CH:31]=[CH:30][CH:29]=[CH:28][CH:27]=2)=[N:7]1.C=O.C(O)(=O)C.C(=O)(O)[O-].[Na+]. Product: [CH3:5][N:6]1[C:11](=[O:12])[CH:10]=[C:9]([CH:13]2[CH2:14][CH2:15][N:2]([CH3:1])[CH2:17][CH2:18]2)[C:8]([C:19]2[CH:24]=[CH:23][CH:22]=[CH:21][C:20]=2[O:25][C:26]2[CH:27]=[CH:28][CH:29]=[CH:30][CH:31]=2)=[N:7]1. The catalyst class is: 5. (2) Reactant: [C:1]([NH:5][C:6]([C:8]1[C:16]2[C:11](=[N:12][CH:13]=[C:14]([N:17]3[C:25]4[C:20](=[CH:21][C:22]([CH3:26])=[CH:23][CH:24]=4)[CH:19]=[N:18]3)[N:15]=2)[N:10](COCC[Si](C)(C)C)[CH:9]=1)=[O:7])([CH3:4])([CH3:3])[CH3:2].FC(F)(F)C(O)=O. Product: [C:1]([NH:5][C:6]([C:8]1[C:16]2[C:11](=[N:12][CH:13]=[C:14]([N:17]3[C:25]4[C:20](=[CH:21][C:22]([CH3:26])=[CH:23][CH:24]=4)[CH:19]=[N:18]3)[N:15]=2)[NH:10][CH:9]=1)=[O:7])([CH3:4])([CH3:3])[CH3:2]. The catalyst class is: 4.